Dataset: Forward reaction prediction with 1.9M reactions from USPTO patents (1976-2016). Task: Predict the product of the given reaction. (1) Given the reactants [F:1][C:2]([F:15])([F:14])[S:3]([O:6]S(C(F)(F)F)(=O)=O)(=[O:5])=[O:4].O[C:17]1[C:27]2[CH2:26][CH2:25][N:24]([C:28]([O:30][C:31]([CH3:34])([CH3:33])[CH3:32])=[O:29])[CH2:23][CH2:22][C:21]=2[CH:20]=[CH:19][CH:18]=1, predict the reaction product. The product is: [F:1][C:2]([F:15])([F:14])[S:3]([O:6][C:20]1[C:21]2[CH2:22][CH2:23][N:24]([C:28]([O:30][C:31]([CH3:34])([CH3:33])[CH3:32])=[O:29])[CH2:25][CH2:26][C:27]=2[CH:17]=[CH:18][CH:19]=1)(=[O:5])=[O:4]. (2) Given the reactants [CH3:1][O:2][C@H:3]1[C@@H:9]2[O:10][CH2:11][C@@H:12]([OH:13])[C@@H:8]2[O:7][C@@H:4]1[O:5][CH3:6].N1C=CC=CC=1.[CH3:20][S:21](Cl)(=[O:23])=[O:22], predict the reaction product. The product is: [CH3:1][O:2][C@H:3]1[C@@H:9]2[O:10][CH2:11][C@H:12]([O:13][S:21]([CH3:20])(=[O:23])=[O:22])[C@@H:8]2[O:7][C@@H:4]1[O:5][CH3:6]. (3) The product is: [CH:24]([N:17]1[CH2:18][CH2:19][C:14]([CH2:13][O:12][C:10]2[C:9]([CH:21]3[CH2:23][CH2:22]3)=[CH:8][N:7]3[C:3]([Br:2])=[N:4][N:5]=[C:6]3[CH:11]=2)([CH3:20])[CH2:15][CH2:16]1)([C:25]1[CH:30]=[CH:29][CH:28]=[CH:27][CH:26]=1)[C:31]1[CH:36]=[CH:35][CH:34]=[CH:33][CH:32]=1. Given the reactants Cl.[Br:2][C:3]1[N:7]2[CH:8]=[C:9]([CH:21]3[CH2:23][CH2:22]3)[C:10]([O:12][CH2:13][C:14]3([CH3:20])[CH2:19][CH2:18][NH:17][CH2:16][CH2:15]3)=[CH:11][C:6]2=[N:5][N:4]=1.[CH:24](Br)([C:31]1[CH:36]=[CH:35][CH:34]=[CH:33][CH:32]=1)[C:25]1[CH:30]=[CH:29][CH:28]=[CH:27][CH:26]=1.C(=O)([O-])[O-].[K+].[K+], predict the reaction product. (4) The product is: [F:13][C:14]1[CH:19]=[C:18]([C:2]2[CH:3]=[C:4]([O:11][CH3:12])[CH:5]=[C:6]([N+:8]([O-:10])=[O:9])[CH:7]=2)[CH:17]=[CH:16][CH:15]=1. Given the reactants I[C:2]1[CH:7]=[C:6]([N+:8]([O-:10])=[O:9])[CH:5]=[C:4]([O:11][CH3:12])[CH:3]=1.[F:13][C:14]1[CH:15]=[C:16](B(O)O)[CH:17]=[CH:18][CH:19]=1, predict the reaction product. (5) Given the reactants CC1(C)[O:6][C@@H:5]([CH2:7][CH2:8][O:9][C:10]2[CH:18]=[C:17]([F:19])[CH:16]=[C:15]([NH:20][C:21]3[CH:26]=[CH:25][C:24]([I:27])=[CH:23][C:22]=3[F:28])[C:11]=2[C:12]([NH2:14])=[O:13])[CH2:4][O:3]1.Cl, predict the reaction product. The product is: [OH:6][C@H:5]([CH2:4][OH:3])[CH2:7][CH2:8][O:9][C:10]1[CH:18]=[C:17]([F:19])[CH:16]=[C:15]([NH:20][C:21]2[CH:26]=[CH:25][C:24]([I:27])=[CH:23][C:22]=2[F:28])[C:11]=1[C:12]([NH2:14])=[O:13]. (6) Given the reactants Cl[C:2]1[N:3]=[C:4]([N:25]2[CH2:30][CH2:29][O:28][CH2:27][CH2:26]2)[C:5]2[S:10][C:9]([CH2:11][N:12]3[CH2:17][CH2:16][N:15]([S:18]([CH:21]4[CH2:23][CH2:22]4)(=[O:20])=[O:19])[CH2:14][CH2:13]3)=[C:8]([CH3:24])[C:6]=2[N:7]=1.[NH2:31][C:32]1[N:37]=[CH:36][C:35](B(O)O)=[CH:34][N:33]=1, predict the reaction product. The product is: [CH3:24][C:8]1[C:6]2[N:7]=[C:2]([C:35]3[CH:34]=[N:33][C:32]([NH2:31])=[N:37][CH:36]=3)[N:3]=[C:4]([N:25]3[CH2:30][CH2:29][O:28][CH2:27][CH2:26]3)[C:5]=2[S:10][C:9]=1[CH2:11][N:12]1[CH2:17][CH2:16][N:15]([S:18]([CH:21]2[CH2:23][CH2:22]2)(=[O:20])=[O:19])[CH2:14][CH2:13]1.